This data is from Forward reaction prediction with 1.9M reactions from USPTO patents (1976-2016). The task is: Predict the product of the given reaction. (1) Given the reactants [CH2:1]([C:3]1[CH:4]=[C:5]([CH:8]=O)[NH:6][N:7]=1)[CH3:2].[CH3:10][O:11][C:12]1[CH:17]=[CH:16][C:15]([NH2:18])=[C:14]([NH2:19])[CH:13]=1.S(S([O-])=O)([O-])(=O)=O.[Na+].[Na+], predict the reaction product. The product is: [CH2:1]([C:3]1[CH:4]=[C:5]([C:8]2[NH:18][C:15]3[CH:16]=[CH:17][C:12]([O:11][CH3:10])=[CH:13][C:14]=3[N:19]=2)[NH:6][N:7]=1)[CH3:2]. (2) Given the reactants Br[C:2]1[S:3][CH:4]=[C:5]([C:7]([NH:9][C:10]2[CH:11]=[N:12][N:13]([CH3:31])[C:14]=2[C@H:15]2[O:21][CH2:20][C@@H:19]([F:22])[C@H:18]([NH:23]C(=O)OC(C)(C)C)[CH2:17][CH2:16]2)=[O:8])[N:6]=1.[CH3:32][C:33]1[C:34](B(O)O)=[N:35][CH:36]=[CH:37][CH:38]=1, predict the reaction product. The product is: [NH2:23][C@H:18]1[C@H:19]([F:22])[CH2:20][O:21][C@H:15]([C:14]2[N:13]([CH3:31])[N:12]=[CH:11][C:10]=2[NH:9][C:7]([C:5]2[N:6]=[C:2]([C:34]3[C:33]([CH3:32])=[CH:38][CH:37]=[CH:36][N:35]=3)[S:3][CH:4]=2)=[O:8])[CH2:16][CH2:17]1. (3) Given the reactants [OH-].[K+].Cl.CN.[CH2:6]([N:13]1[CH2:18][CH2:17][C:16](=O)[C:15]([CH3:21])([CH3:20])[CH2:14]1)[C:7]1[CH:12]=[CH:11][CH:10]=[CH:9][CH:8]=1.[C:22]([BH3-])#[N:23].[Na+], predict the reaction product. The product is: [CH2:6]([N:13]1[CH2:18][CH2:17][CH:16]([NH:23][CH3:22])[C:15]([CH3:21])([CH3:20])[CH2:14]1)[C:7]1[CH:12]=[CH:11][CH:10]=[CH:9][CH:8]=1. (4) Given the reactants [CH3:1][C:2]([CH3:13])([C:7]1[CH:12]=[CH:11][CH:10]=[CH:9][CH:8]=1)[CH2:3][C:4]([OH:6])=[O:5].C(=O)=O.[CH3:17][C:18](C)=O.C([N-]C(C)C)(C)C.[Li+].CN1CCCN(C)C1=O.C(I)C, predict the reaction product. The product is: [CH2:17]([CH:3]([C:2]([CH3:13])([C:7]1[CH:12]=[CH:11][CH:10]=[CH:9][CH:8]=1)[CH3:1])[C:4]([OH:6])=[O:5])[CH3:18]. (5) Given the reactants [OH:1][C@H:2]1[CH2:10][C:9]2[C:4](=[CH:5][CH:6]=[CH:7][CH:8]=2)[C@H:3]1[NH:11][C:12](=[O:18])[O:13][C:14]([CH3:17])([CH3:16])[CH3:15].[O-2].[Ba+2].[OH-].[Ba+2].[OH-].I[CH3:25], predict the reaction product. The product is: [CH3:25][O:1][C@H:2]1[CH2:10][C:9]2[C:4](=[CH:5][CH:6]=[CH:7][CH:8]=2)[C@H:3]1[NH:11][C:12](=[O:18])[O:13][C:14]([CH3:15])([CH3:17])[CH3:16]. (6) Given the reactants C(OC([N:8]1[CH2:13][CH2:12][N:11]([C:14]2[C:18]3[S:19][CH:20]=[CH:21][C:17]=3[O:16][N:15]=2)[CH2:10][CH2:9]1)=O)(C)(C)C.Cl, predict the reaction product. The product is: [N:11]1([C:14]2[C:18]3[S:19][CH:20]=[CH:21][C:17]=3[O:16][N:15]=2)[CH2:10][CH2:9][NH:8][CH2:13][CH2:12]1. (7) Given the reactants [CH2:1]([O:3][C:4]([N:6]1[CH:11]2[CH2:12][CH2:13][CH:7]1[CH2:8][CH:9](OS(C)(=O)=O)[CH2:10]2)=[O:5])[CH3:2].[N-:19]=[N+:20]=[N-:21].[Na+], predict the reaction product. The product is: [CH2:1]([O:3][C:4]([N:6]1[CH:11]2[CH2:12][CH2:13][CH:7]1[CH2:8][CH:9]([N:19]=[N+:20]=[N-:21])[CH2:10]2)=[O:5])[CH3:2]. (8) Given the reactants CC1C=CC(S(O[CH2:12][CH2:13][CH2:14][C:15]2[C:23]3[C:18](=[CH:19][CH:20]=[C:21]([C:24]#[N:25])[CH:22]=3)[NH:17][CH:16]=2)(=O)=O)=CC=1.[N:26]1([C:32]2[N:37]=[C:36]([C:38]#[N:39])[CH:35]=[CH:34][N:33]=2)[CH2:31][CH2:30][NH:29][CH2:28][CH2:27]1.C(=O)([O-])[O-].[K+].[K+].[I-].[K+], predict the reaction product. The product is: [C:38]([C:36]1[CH:35]=[CH:34][N:33]=[C:32]([N:26]2[CH2:27][CH2:28][N:29]([CH2:12][CH2:13][CH2:14][C:15]3[C:23]4[C:18](=[CH:19][CH:20]=[C:21]([C:24]#[N:25])[CH:22]=4)[NH:17][CH:16]=3)[CH2:30][CH2:31]2)[N:37]=1)#[N:39]. (9) Given the reactants [C:1](#[N:4])[CH:2]=[CH2:3].[CH2:5]=[C:6]1[CH2:11][CH2:10][O:9][C:7]1=[O:8].[CH2:12]=[CH:13][C:14]1[CH:19]=[CH:18][C:17]([S:20]([O-:23])(=[O:22])=[O:21])=[CH:16][CH:15]=1.[Na+].O.C(OOC(C)(C)C)(C)(C)C, predict the reaction product. The product is: [CH2:5]=[C:6]1[CH2:11][CH2:10][O:9][C:7]1=[O:8].[C:1](#[N:4])[CH:2]=[CH2:3].[CH2:12]=[CH:13][C:14]1[CH:15]=[CH:16][C:17]([S:20]([O-:23])(=[O:22])=[O:21])=[CH:18][CH:19]=1.